This data is from Reaction yield outcomes from USPTO patents with 853,638 reactions. The task is: Predict the reaction yield, written as a fraction of the theoretical maximum amount of product (1.0 means a 100% yield; for example, 0.34 means a 34% yield). The reactants are C(O[C:4](=[O:32])/[CH:5]=[CH:6]/[C:7]1[C:8]([NH:23][C:24]2[C:29]([F:30])=[CH:28][CH:27]=[CH:26][C:25]=2[F:31])=[N:9][C:10](SC)=[N:11][C:12]=1[C:13]1[CH:18]=[CH:17][C:16]([F:19])=[CH:15][C:14]=1[CH3:20])C.[CH3:33][O-:34].[Na+]. The catalyst is CO. The product is [F:30][C:29]1[CH:28]=[CH:27][CH:26]=[C:25]([F:31])[C:24]=1[N:23]1[C:8]2[N:9]=[C:10]([O:34][CH3:33])[N:11]=[C:12]([C:13]3[CH:18]=[CH:17][C:16]([F:19])=[CH:15][C:14]=3[CH3:20])[C:7]=2[CH:6]=[CH:5][C:4]1=[O:32]. The yield is 0.830.